From a dataset of Experimental lipophilicity measurements (octanol/water distribution) for 4,200 compounds from AstraZeneca. Regression/Classification. Given a drug SMILES string, predict its absorption, distribution, metabolism, or excretion properties. Task type varies by dataset: regression for continuous measurements (e.g., permeability, clearance, half-life) or binary classification for categorical outcomes (e.g., BBB penetration, CYP inhibition). For this dataset (lipophilicity_astrazeneca), we predict Y. (1) The molecule is CS(=O)(=O)Cc1cc(N2CCOCC2)nc(-c2cccc3cc[nH]c23)n1. The Y is 2.80 logD. (2) The drug is O=c1[nH]cnc2scc(-c3cccs3)c12. The Y is 2.18 logD. (3) The molecule is CC(C)C(NC(=O)Cn1c(-c2ccccc2)ccc(NC=O)c1=O)C(=O)C(F)(F)F. The Y is 1.84 logD.